Dataset: Retrosynthesis with 50K atom-mapped reactions and 10 reaction types from USPTO. Task: Predict the reactants needed to synthesize the given product. (1) Given the product COc1ccc(-n2nc(CCC(C)O)cc2-c2ccc(Cl)cc2)cc1, predict the reactants needed to synthesize it. The reactants are: COc1ccc(-n2nc(CCC=O)cc2-c2ccc(Cl)cc2)cc1.C[Mg+]. (2) Given the product CC(C)OC(=O)Nc1cnc2nc(-c3cc(NC(=O)N4CCCC4)ccc3Cl)oc2c1, predict the reactants needed to synthesize it. The reactants are: CC(C)OC(=O)Cl.Nc1cnc2nc(-c3cc(NC(=O)N4CCCC4)ccc3Cl)oc2c1. (3) The reactants are: Nc1ccc(C2CCC(=O)CC2)cn1.O=C(CNC(=O)c1cccc(C(F)(F)F)c1)NC1CNC1. Given the product Nc1ccc(C2CCC(N3CC(NC(=O)CNC(=O)c4cccc(C(F)(F)F)c4)C3)CC2)cn1, predict the reactants needed to synthesize it. (4) Given the product NCC(=O)NCC(F)(F)F, predict the reactants needed to synthesize it. The reactants are: CC(C)(C)OC(=O)NCC(=O)NCC(F)(F)F. (5) Given the product CC(C)S(=O)(=O)NCCOc1ccc(C2=CCCC2NS(=O)(=O)C(C)C)cc1, predict the reactants needed to synthesize it. The reactants are: CC(C)S(=O)(=O)Cl.CC(C)S(=O)(=O)NC1CCC=C1c1ccc(OCCN)cc1. (6) Given the product CCCN(C)C(=O)c1cc(C(=O)O)cc(N2CCCC2=O)c1, predict the reactants needed to synthesize it. The reactants are: CCCN(C)C(=O)c1cc(C(=O)OC)cc(N2CCCC2=O)c1. (7) Given the product Cc1nc(-c2ccccc2)cc(-c2ccc(C=O)o2)c1C(=O)NCCN1CCOCC1, predict the reactants needed to synthesize it. The reactants are: Cc1nc(-c2ccccc2)cc(-c2ccc(CO)o2)c1C(=O)NCCN1CCOCC1.